This data is from Reaction yield outcomes from USPTO patents with 853,638 reactions. The task is: Predict the reaction yield, written as a fraction of the theoretical maximum amount of product (1.0 means a 100% yield; for example, 0.34 means a 34% yield). The reactants are [I:1][C:2]1[CH:3]=[C:4]2[C:8](=[CH:9][C:10]=1[CH3:11])[NH:7][N:6]=[CH:5]2.[F:12][C:13]1[CH:18]=[CH:17][C:16](B(O)O)=[CH:15][CH:14]=1.N1C=CC=CC=1. The catalyst is ClCCl.C([O-])(=O)C.[Cu+2].C([O-])(=O)C. The product is [F:12][C:13]1[CH:18]=[CH:17][C:16]([N:7]2[C:8]3[C:4](=[CH:3][C:2]([I:1])=[C:10]([CH3:11])[CH:9]=3)[CH:5]=[N:6]2)=[CH:15][CH:14]=1. The yield is 0.510.